From a dataset of Reaction yield outcomes from USPTO patents with 853,638 reactions. Predict the reaction yield, written as a fraction of the theoretical maximum amount of product (1.0 means a 100% yield; for example, 0.34 means a 34% yield). (1) The product is [NH2:20][C:4]1[CH:3]=[C:2]([CH3:1])[CH:7]=[CH:6][C:5]=1[S:8][CH2:9][C:10]1[CH:19]=[CH:18][CH:17]=[CH:16][C:11]=1[C:12]([O:14][CH3:15])=[O:13]. The yield is 0.850. The catalyst is CO.[Zn]. The reactants are [CH3:1][C:2]1[CH:7]=[CH:6][C:5]([S:8][CH2:9][C:10]2[CH:19]=[CH:18][CH:17]=[CH:16][C:11]=2[C:12]([O:14][CH3:15])=[O:13])=[C:4]([N+:20]([O-])=O)[CH:3]=1.[NH4+].[Cl-]. (2) The reactants are Cl[C:2]1[C:3]2[C:4]3[C:9]([S:10][C:11]=2[N:12]=[CH:13][N:14]=1)=[CH:8][CH:7]=[C:6]([CH2:15][C:16]([O:18][CH2:19][CH3:20])=[O:17])[CH:5]=3.C(=O)([O-])[O-].[K+].[K+].[N:27]1([C@H:33]2[CH2:38][CH2:37][C@H:36]([NH2:39])[CH2:35][CH2:34]2)[CH2:32][CH2:31][O:30][CH2:29][CH2:28]1. The catalyst is CC#N. The product is [O:30]1[CH2:29][CH2:28][N:27]([C@H:33]2[CH2:34][CH2:35][C@H:36]([NH:39][C:2]3[C:3]4[C:4]5[CH:5]=[C:6]([CH2:15][C:16]([O:18][CH2:19][CH3:20])=[O:17])[CH:7]=[CH:8][C:9]=5[S:10][C:11]=4[N:12]=[CH:13][N:14]=3)[CH2:37][CH2:38]2)[CH2:32][CH2:31]1. The yield is 0.400. (3) The catalyst is CS(C)=O. The product is [CH3:1][O:2][C:3]([CH:5]1[CH2:13][C:12]2[C:7](=[CH:8][CH:9]=[CH:10][C:11]=2[N+:14]([O-:16])=[O:15])[CH2:6]1)=[O:4]. The yield is 0.650. The reactants are [CH3:1][O:2][C:3]([C:5]1(C(OC)=O)[CH2:13][C:12]2[C:7](=[CH:8][CH:9]=[CH:10][C:11]=2[N+:14]([O-:16])=[O:15])[CH2:6]1)=[O:4].[Cl-].[Li+].O. (4) The reactants are C([O:9][C@@H:10]1[C@H:15]([O:16]C(=O)C2C=CC=CC=2)[C@H:14]([O:25]C(=O)C2C=CC=CC=2)[CH2:13][O:12][C@H:11]1[N:34]1[CH:41]=[C:40]([CH2:42][CH2:43][N:44]2[C:48](=[O:49])[C:47]3=[CH:50][CH:51]=[CH:52][CH:53]=[C:46]3[C:45]2=[O:54])[C:38](=[O:39])[NH:37][C:35]1=[O:36])(=O)C1C=CC=CC=1.C[O-].[Na+].O. The catalyst is CO. The product is [C:45]1(=[O:54])[N:44]([CH2:43][CH2:42][C:40]2[C:38](=[O:39])[NH:37][C:35](=[O:36])[N:34]([C@@H:11]3[O:12][CH2:13][C@@H:14]([OH:25])[C@@H:15]([OH:16])[C@H:10]3[OH:9])[CH:41]=2)[C:48](=[O:49])[C:47]2=[CH:50][CH:51]=[CH:52][CH:53]=[C:46]12. The yield is 0.930. (5) The reactants are [CH:1]1([CH2:6][CH:7]([C:11]2[CH:16]=[CH:15][C:14]([Cl:17])=[C:13]([Cl:18])[CH:12]=2)[C:8]([OH:10])=O)[CH2:5][CH2:4][CH2:3][CH2:2]1.C(Cl)(=O)C(Cl)=O.C(N(CC)C(C)C)(C)C.[NH2:34][C:35]1[CH:40]=[N:39][CH:38]=[CH:37][N:36]=1. The catalyst is C(Cl)Cl.CN(C)C=O.O1CCCC1.O. The product is [CH:1]1([CH2:6][CH:7]([C:11]2[CH:16]=[CH:15][C:14]([Cl:17])=[C:13]([Cl:18])[CH:12]=2)[C:8]([NH:34][C:35]2[CH:40]=[N:39][CH:38]=[CH:37][N:36]=2)=[O:10])[CH2:2][CH2:3][CH2:4][CH2:5]1. The yield is 0.300.